Dataset: NCI-60 drug combinations with 297,098 pairs across 59 cell lines. Task: Regression. Given two drug SMILES strings and cell line genomic features, predict the synergy score measuring deviation from expected non-interaction effect. (1) Cell line: A549. Synergy scores: CSS=-4.35, Synergy_ZIP=0.672, Synergy_Bliss=-2.40, Synergy_Loewe=-9.30, Synergy_HSA=-8.97. Drug 2: C1=NC2=C(N=C(N=C2N1C3C(C(C(O3)CO)O)O)F)N. Drug 1: C1=CC(=CC=C1C#N)C(C2=CC=C(C=C2)C#N)N3C=NC=N3. (2) Drug 1: CC1=CC=C(C=C1)C2=CC(=NN2C3=CC=C(C=C3)S(=O)(=O)N)C(F)(F)F. Drug 2: CCCCCOC(=O)NC1=NC(=O)N(C=C1F)C2C(C(C(O2)C)O)O. Cell line: SK-MEL-28. Synergy scores: CSS=-0.489, Synergy_ZIP=2.07, Synergy_Bliss=3.64, Synergy_Loewe=-2.00, Synergy_HSA=-1.65. (3) Drug 1: CN1CCC(CC1)COC2=C(C=C3C(=C2)N=CN=C3NC4=C(C=C(C=C4)Br)F)OC. Drug 2: CCC1=C2CN3C(=CC4=C(C3=O)COC(=O)C4(CC)O)C2=NC5=C1C=C(C=C5)O. Cell line: ACHN. Synergy scores: CSS=31.5, Synergy_ZIP=-5.35, Synergy_Bliss=-0.477, Synergy_Loewe=-23.9, Synergy_HSA=0.653. (4) Drug 2: C1CC(=O)NC(=O)C1N2C(=O)C3=CC=CC=C3C2=O. Drug 1: CC1CCC2CC(C(=CC=CC=CC(CC(C(=O)C(C(C(=CC(C(=O)CC(OC(=O)C3CCCCN3C(=O)C(=O)C1(O2)O)C(C)CC4CCC(C(C4)OC)O)C)C)O)OC)C)C)C)OC. Cell line: HCT116. Synergy scores: CSS=7.98, Synergy_ZIP=1.90, Synergy_Bliss=5.46, Synergy_Loewe=-6.08, Synergy_HSA=1.42. (5) Drug 1: CC1C(C(CC(O1)OC2CC(CC3=C2C(=C4C(=C3O)C(=O)C5=CC=CC=C5C4=O)O)(C(=O)C)O)N)O. Drug 2: CC1C(C(CC(O1)OC2CC(CC3=C2C(=C4C(=C3O)C(=O)C5=C(C4=O)C(=CC=C5)OC)O)(C(=O)CO)O)N)O.Cl. Cell line: CCRF-CEM. Synergy scores: CSS=55.9, Synergy_ZIP=-2.35, Synergy_Bliss=-2.99, Synergy_Loewe=2.29, Synergy_HSA=3.70.